The task is: Predict the reactants needed to synthesize the given product.. This data is from Full USPTO retrosynthesis dataset with 1.9M reactions from patents (1976-2016). The reactants are: Cl[C:2]1[C:3]2[CH2:12][CH2:11][CH2:10][C:4]=2[N:5]=[C:6]([S:8][CH3:9])[N:7]=1.P(Cl)(Cl)(Cl)=O.CO[C:20]1[CH:21]=[C:22]([CH:24]=[C:25]([O:27][CH3:28])[CH:26]=1)[NH2:23].[CH:29]([OH:32])(C)C. Given the product [CH3:29][O:32][C:21]1[CH:20]=[CH:26][C:25]([O:27][CH3:28])=[CH:24][C:22]=1[NH:23][C:2]1[C:3]2[CH2:12][CH2:11][CH2:10][C:4]=2[N:5]=[C:6]([S:8][CH3:9])[N:7]=1, predict the reactants needed to synthesize it.